Dataset: NCI-60 drug combinations with 297,098 pairs across 59 cell lines. Task: Regression. Given two drug SMILES strings and cell line genomic features, predict the synergy score measuring deviation from expected non-interaction effect. (1) Drug 1: CN(C)N=NC1=C(NC=N1)C(=O)N. Drug 2: CC=C1C(=O)NC(C(=O)OC2CC(=O)NC(C(=O)NC(CSSCCC=C2)C(=O)N1)C(C)C)C(C)C. Cell line: RPMI-8226. Synergy scores: CSS=70.1, Synergy_ZIP=-0.757, Synergy_Bliss=1.45, Synergy_Loewe=-35.9, Synergy_HSA=2.00. (2) Drug 1: CS(=O)(=O)C1=CC(=C(C=C1)C(=O)NC2=CC(=C(C=C2)Cl)C3=CC=CC=N3)Cl. Drug 2: CC1=CC2C(CCC3(C2CCC3(C(=O)C)OC(=O)C)C)C4(C1=CC(=O)CC4)C. Cell line: HS 578T. Synergy scores: CSS=1.74, Synergy_ZIP=4.83, Synergy_Bliss=7.13, Synergy_Loewe=-2.62, Synergy_HSA=-1.05.